This data is from Full USPTO retrosynthesis dataset with 1.9M reactions from patents (1976-2016). The task is: Predict the reactants needed to synthesize the given product. (1) Given the product [C:3]1([OH:4])[CH:10]=[CH:9][CH:7]=[CH:6][CH:5]=1.[S:13](=[O:15])(=[O:4])([OH:14])[NH2:12], predict the reactants needed to synthesize it. The reactants are: [H-].[Na+].[C:3]1([CH:10]=[CH:9][C:7](O)=[CH:6][CH:5]=1)[OH:4].C[N:12](C)[S:13](Cl)(=[O:15])=[O:14]. (2) Given the product [O:1]=[C:2]1[NH:6][C:5](=[O:7])[CH:4]([CH2:8][C:9]2[CH:14]=[CH:13][C:12]([C:15]3[CH:20]=[CH:19][CH:18]=[C:17]([CH2:21][N:22]([CH3:33])[C:23](=[O:32])[CH2:24][CH2:25][C:26]4[CH:27]=[CH:28][CH:29]=[CH:30][CH:31]=4)[CH:16]=3)=[CH:11][CH:10]=2)[S:3]1, predict the reactants needed to synthesize it. The reactants are: [O:1]=[C:2]1[NH:6][C:5](=[O:7])[C:4](=[CH:8][C:9]2[CH:14]=[CH:13][C:12]([C:15]3[CH:20]=[CH:19][CH:18]=[C:17]([CH2:21][N:22]([CH3:33])[C:23](=[O:32])[CH2:24][CH2:25][C:26]4[CH:31]=[CH:30][CH:29]=[CH:28][CH:27]=4)[CH:16]=3)=[CH:11][CH:10]=2)[S:3]1. (3) Given the product [NH2:27][C:26]1[C:3]([C:1]#[N:2])=[C:4]([CH:23]=[CH:24][CH:25]=1)[O:5][CH2:6][C@H:7]1[CH2:12][CH2:11][CH2:10][CH2:9][N:8]1[C:13]([NH:15][CH2:16][C:17]1[CH:18]=[CH:19][N:20]=[CH:21][CH:22]=1)=[O:14], predict the reactants needed to synthesize it. The reactants are: [C:1]([C:3]1[C:26]([N+:27]([O-])=O)=[CH:25][CH:24]=[CH:23][C:4]=1[O:5][CH2:6][C@H:7]1[CH2:12][CH2:11][CH2:10][CH2:9][N:8]1[C:13]([NH:15][CH2:16][C:17]1[CH:22]=[CH:21][N:20]=[CH:19][CH:18]=1)=[O:14])#[N:2]. (4) Given the product [Br:8][C:4]1[CH:5]=[CH:6][CH:7]=[C:2]([C:15]#[C:14][CH:9]2[CH2:13][CH2:12][CH2:11][CH2:10]2)[N:3]=1, predict the reactants needed to synthesize it. The reactants are: Br[C:2]1[CH:7]=[CH:6][CH:5]=[C:4]([Br:8])[N:3]=1.[CH:9]1([C:14]#[CH:15])[CH2:13][CH2:12][CH2:11][CH2:10]1.C(N(CC)CC)C.